From a dataset of Full USPTO retrosynthesis dataset with 1.9M reactions from patents (1976-2016). Predict the reactants needed to synthesize the given product. (1) Given the product [F:1][C:2]1[CH:3]=[C:4]([C:8]2[CH:16]=[CH:15][C:11]([C:12]([NH:18][C@H:19]3[CH2:24][CH2:23][CH2:22][C@@H:21]([C:25]([N:27]4[CH2:32][CH2:31][CH:30]([OH:33])[CH2:29][CH2:28]4)=[O:26])[CH2:20]3)=[O:14])=[CH:10][N:9]=2)[CH:5]=[CH:6][CH:7]=1, predict the reactants needed to synthesize it. The reactants are: [F:1][C:2]1[CH:3]=[C:4]([C:8]2[CH:16]=[CH:15][C:11]([C:12]([OH:14])=O)=[CH:10][N:9]=2)[CH:5]=[CH:6][CH:7]=1.Cl.[NH2:18][C@H:19]1[CH2:24][CH2:23][CH2:22][C@@H:21]([C:25]([N:27]2[CH2:32][CH2:31][CH:30]([OH:33])[CH2:29][CH2:28]2)=[O:26])[CH2:20]1.C(N(C(C)C)C(C)C)C. (2) Given the product [CH:16]1([C:13]2[CH:12]=[CH:11][C:10]([O:9][C:6]3[C:5](=[O:19])[N:4]([C:20]4[CH:25]=[CH:24][C:23]([O:26][CH2:27][CH2:28][O:29][CH:30]5[CH2:35][CH2:34][CH2:33][CH2:32][O:31]5)=[C:22]([CH2:36][CH3:37])[CH:21]=4)[CH2:1][CH:7]=3)=[CH:15][CH:14]=2)[CH2:18][CH2:17]1, predict the reactants needed to synthesize it. The reactants are: [CH2:1]([N:4]([C:20]1[CH:25]=[CH:24][C:23]([O:26][CH2:27][CH2:28][O:29][CH:30]2[CH2:35][CH2:34][CH2:33][CH2:32][O:31]2)=[C:22]([CH2:36][CH3:37])[CH:21]=1)[C:5](=[O:19])[C:6]([O:9][C:10]1[CH:15]=[CH:14][C:13]([CH:16]2[CH2:18][CH2:17]2)=[CH:12][CH:11]=1)=[CH:7]C)C=C.